Predict the product of the given reaction. From a dataset of Forward reaction prediction with 1.9M reactions from USPTO patents (1976-2016). (1) Given the reactants CN1[CH2:7][CH2:6][CH:5]([NH:8][C:9]2[CH:14]=[C:13]([C:15]([F:18])([F:17])[F:16])[CH:12]=[C:11]([NH2:19])[CH:10]=2)CC1.N1C=CC=CC=1.Cl[C:27]([O:29][C:30]1[CH:35]=[CH:34][CH:33]=[CH:32][CH:31]=1)=[O:28].Cl.[OH2:37], predict the reaction product. The product is: [C:5]([NH:8][C:9]1[CH:10]=[C:11]([NH:19][C:27](=[O:28])[O:29][C:30]2[CH:35]=[CH:34][CH:33]=[CH:32][CH:31]=2)[CH:12]=[C:13]([C:15]([F:16])([F:17])[F:18])[CH:14]=1)(=[O:37])[CH:6]=[CH2:7]. (2) Given the reactants [ClH:1].[O:2]=[C:3]1[NH:12][C:11]2[N:10]=[CH:9][C:8](/[CH:13]=[CH:14]/[C:15]([OH:17])=O)=[CH:7][C:6]=2[CH2:5][CH2:4]1.Cl.[CH3:19][N:20]1CC2C=C(/C=C/C(O)=O)C=NC=2NC(=O)C1.[CH:37]([O:40][C:41]1[C:49]([O:50][CH3:51])=[CH:48][CH:47]=[CH:46][C:42]=1[CH2:43]CN)([CH3:39])[CH3:38].CNCC1C=CC2C(=CC=CC=2)C=1CCC, predict the reaction product. The product is: [ClH:1].[CH:37]([O:40][C:41]1[C:49]([O:50][CH3:51])=[CH:48][CH:47]=[CH:46][C:42]=1[CH2:43][N:20]([CH3:19])[C:15](=[O:17])/[CH:14]=[CH:13]/[C:8]1[CH:9]=[N:10][C:11]2[NH:12][C:3](=[O:2])[CH2:4][CH2:5][C:6]=2[CH:7]=1)([CH3:38])[CH3:39]. (3) Given the reactants [S:1]1[CH:5]=[C:4]([CH2:6][CH2:7][NH2:8])[N:3]=[CH:2]1.F[C:10]1[CH:15]=[CH:14][C:13]([N+:16]([O-:18])=[O:17])=[CH:12][CH:11]=1.C(N(CC)CC)C.O, predict the reaction product. The product is: [N+:16]([C:13]1[CH:14]=[CH:15][C:10]([NH:8][CH2:7][CH2:6][C:4]2[N:3]=[CH:2][S:1][CH:5]=2)=[CH:11][CH:12]=1)([O-:18])=[O:17]. (4) Given the reactants [N+:1]([C:4]([CH3:19])([CH3:18])[CH2:5][C:6]1[C:14]2[C:9](=[C:10]([N+:15]([O-])=O)[CH:11]=[CH:12][CH:13]=2)[NH:8][CH:7]=1)([O-:3])=[O:2].[C:20]1([S:26](Cl)(=[O:28])=[O:27])[CH:25]=[CH:24][CH:23]=[CH:22][CH:21]=1, predict the reaction product. The product is: [N+:1]([C:4]([CH3:19])([CH3:18])[CH2:5][C:6]1[C:14]2[C:9](=[C:10]([NH:15][S:26]([C:20]3[CH:25]=[CH:24][CH:23]=[CH:22][CH:21]=3)(=[O:28])=[O:27])[CH:11]=[CH:12][CH:13]=2)[NH:8][CH:7]=1)([O-:3])=[O:2]. (5) Given the reactants Cl[C:2]1[N:7]=[C:6]([NH:8][CH3:9])[N:5]=[C:4]([N:10]2[C@H:15]([CH3:16])[CH2:14][CH2:13][C@H:12]([C:17]([NH:19][CH2:20][C:21]3[CH:26]=[CH:25][CH:24]=[CH:23][CH:22]=3)=[O:18])[CH2:11]2)[CH:3]=1.[C:27]([C:29]1[CH:34]=[CH:33][C:32](B(O)O)=[CH:31][C:30]=1[F:38])#[N:28].[O-]P([O-])([O-])=O.[K+].[K+].[K+].O1CCOCC1, predict the reaction product. The product is: [C:27]([C:29]1[CH:34]=[CH:33][C:32]([C:2]2[N:7]=[C:6]([NH:8][CH3:9])[N:5]=[C:4]([N:10]3[C@H:15]([CH3:16])[CH2:14][CH2:13][C@H:12]([C:17]([NH:19][CH2:20][C:21]4[CH:26]=[CH:25][CH:24]=[CH:23][CH:22]=4)=[O:18])[CH2:11]3)[CH:3]=2)=[CH:31][C:30]=1[F:38])#[N:28]. (6) Given the reactants Cl[C:2]1[C:3]2[NH:10][N:9]=[CH:8][C:4]=2[N:5]=[CH:6][N:7]=1.[O:11]([C:18]1[CH:23]=[CH:22][C:21]([OH:24])=[CH:20][CH:19]=1)[C:12]1[CH:17]=[CH:16][CH:15]=[CH:14][CH:13]=1.O[CH:26]1[CH2:31][CH2:30][N:29]([C:32]([O:34]C(C)(C)C)=O)[CH2:28][CH2:27]1.Cl.[CH3:40][N:41]([CH3:48])[CH2:42]/[CH:43]=[CH:44]/C(O)=O, predict the reaction product. The product is: [CH3:40][N:41]([CH3:48])[CH2:42]/[CH:43]=[CH:44]/[C:32]([N:29]1[CH2:28][CH2:27][CH:26]([N:10]2[C:3]3[C:2]([O:24][C:21]4[CH:20]=[CH:19][C:18]([O:11][C:12]5[CH:17]=[CH:16][CH:15]=[CH:14][CH:13]=5)=[CH:23][CH:22]=4)=[N:7][CH:6]=[N:5][C:4]=3[CH:8]=[N:9]2)[CH2:31][CH2:30]1)=[O:34]. (7) Given the reactants Cl[C:2]1[C:7]([C:8]([OH:10])=[O:9])=[CH:6][N:5]=[C:4]([Cl:11])[C:3]=1[CH3:12].[NH2:13][C:14]1[C:15]([CH3:20])=[CH:16][CH:17]=[CH:18][CH:19]=1, predict the reaction product. The product is: [Cl:11][C:4]1[C:3]([CH3:12])=[C:2]([NH:13][C:14]2[CH:19]=[CH:18][CH:17]=[CH:16][C:15]=2[CH3:20])[C:7]([C:8]([OH:10])=[O:9])=[CH:6][N:5]=1. (8) Given the reactants [CH2:1]=[C:2]1[C:14](=[O:15])[C:13]2[C:12]3[C:7](=[CH:8][CH:9]=[CH:10][CH:11]=3)[N:6]([CH2:16][CH2:17][CH2:18][CH2:19][CH2:20][C:21]([O:23][CH2:24][CH3:25])=[O:22])[C:5]=2[CH2:4][CH2:3]1.[CH3:26][C:27]1[NH:28][CH:29]=[CH:30][N:31]=1, predict the reaction product. The product is: [CH3:26][C:27]1[N:28]([CH2:1][CH:2]2[C:14](=[O:15])[C:13]3[C:12]4[C:7](=[CH:8][CH:9]=[CH:10][CH:11]=4)[N:6]([CH2:16][CH2:17][CH2:18][CH2:19][CH2:20][C:21]([O:23][CH2:24][CH3:25])=[O:22])[C:5]=3[CH2:4][CH2:3]2)[CH:29]=[CH:30][N:31]=1. (9) Given the reactants [CH:1]1([N:5]2[CH2:11][CH2:10][CH2:9][N:8]([C:12]([N:14]3[CH2:17][CH:16]([NH2:18])[CH2:15]3)=[O:13])[CH2:7][CH2:6]2)[CH2:4][CH2:3][CH2:2]1.Br[CH2:20][C:21]1[CH:28]=[CH:27][C:24]([C:25]#[N:26])=[CH:23][CH:22]=1.CCN(C(C)C)C(C)C, predict the reaction product. The product is: [CH:1]1([N:5]2[CH2:11][CH2:10][CH2:9][N:8]([C:12]([N:14]3[CH2:15][CH:16]([NH:18][CH2:20][C:21]4[CH:28]=[CH:27][C:24]([C:25]#[N:26])=[CH:23][CH:22]=4)[CH2:17]3)=[O:13])[CH2:7][CH2:6]2)[CH2:4][CH2:3][CH2:2]1. (10) Given the reactants [N:1]([C:4]1[C:9]([Cl:10])=[CH:8][CH:7]=[CH:6][C:5]=1[Cl:11])=[N+:2]=[N-:3].[CH2:12]([O:14][C:15](=[O:22])[C:16]#[C:17][C:18]([F:21])([F:20])[F:19])[CH3:13], predict the reaction product. The product is: [CH2:12]([O:14][C:15]([C:16]1[N:1]([C:4]2[C:5]([Cl:11])=[CH:6][CH:7]=[CH:8][C:9]=2[Cl:10])[N:2]=[N:3][C:17]=1[C:18]([F:19])([F:20])[F:21])=[O:22])[CH3:13].